Dataset: NCI-60 drug combinations with 297,098 pairs across 59 cell lines. Task: Regression. Given two drug SMILES strings and cell line genomic features, predict the synergy score measuring deviation from expected non-interaction effect. (1) Drug 1: C1CC(=O)NC(=O)C1N2CC3=C(C2=O)C=CC=C3N. Drug 2: CCC1=CC2CC(C3=C(CN(C2)C1)C4=CC=CC=C4N3)(C5=C(C=C6C(=C5)C78CCN9C7C(C=CC9)(C(C(C8N6C)(C(=O)OC)O)OC(=O)C)CC)OC)C(=O)OC.C(C(C(=O)O)O)(C(=O)O)O. Cell line: SR. Synergy scores: CSS=40.9, Synergy_ZIP=-3.68, Synergy_Bliss=-5.01, Synergy_Loewe=-4.00, Synergy_HSA=-1.49. (2) Drug 1: CCCCCOC(=O)NC1=NC(=O)N(C=C1F)C2C(C(C(O2)C)O)O. Drug 2: COC1=C2C(=CC3=C1OC=C3)C=CC(=O)O2. Cell line: SNB-19. Synergy scores: CSS=-3.66, Synergy_ZIP=3.71, Synergy_Bliss=4.27, Synergy_Loewe=-2.39, Synergy_HSA=-1.94. (3) Drug 1: C1=NC2=C(N=C(N=C2N1C3C(C(C(O3)CO)O)O)F)N. Drug 2: C1CNP(=O)(OC1)N(CCCl)CCCl. Cell line: NCI-H322M. Synergy scores: CSS=-1.91, Synergy_ZIP=-0.564, Synergy_Bliss=-3.75, Synergy_Loewe=-2.03, Synergy_HSA=-4.46. (4) Drug 1: CC1=C2C(C(=O)C3(C(CC4C(C3C(C(C2(C)C)(CC1OC(=O)C(C(C5=CC=CC=C5)NC(=O)OC(C)(C)C)O)O)OC(=O)C6=CC=CC=C6)(CO4)OC(=O)C)OC)C)OC. Drug 2: CC1OCC2C(O1)C(C(C(O2)OC3C4COC(=O)C4C(C5=CC6=C(C=C35)OCO6)C7=CC(=C(C(=C7)OC)O)OC)O)O. Synergy scores: CSS=61.6, Synergy_ZIP=9.52, Synergy_Bliss=7.38, Synergy_Loewe=7.33, Synergy_HSA=13.5. Cell line: NCI-H522.